Task: Predict which catalyst facilitates the given reaction.. Dataset: Catalyst prediction with 721,799 reactions and 888 catalyst types from USPTO (1) Reactant: [C:1]([O:5][C:6]([NH:8][C:9]1[N:14]=[C:13]([CH2:15][CH2:16][O:17][C:18]2[CH:40]=[CH:39][C:21]([CH2:22][C@@H:23]([C:35]([O:37][CH3:38])=[O:36])[NH:24][C:25]([C:27]3[C:32]([Cl:33])=[CH:31][CH:30]=[CH:29][C:28]=3[Cl:34])=[O:26])=[CH:20][CH:19]=2)[CH:12]=[CH:11][CH:10]=1)=[O:7])([CH3:4])([CH3:3])[CH3:2].[H-].[Na+].Br[CH2:44][CH2:45][O:46][CH3:47]. Product: [C:1]([O:5][C:6]([N:8]([CH2:44][CH2:45][O:46][CH3:47])[C:9]1[N:14]=[C:13]([CH2:15][CH2:16][O:17][C:18]2[CH:40]=[CH:39][C:21]([CH2:22][C@@H:23]([C:35]([O:37][CH3:38])=[O:36])[NH:24][C:25]([C:27]3[C:28]([Cl:34])=[CH:29][CH:30]=[CH:31][C:32]=3[Cl:33])=[O:26])=[CH:20][CH:19]=2)[CH:12]=[CH:11][CH:10]=1)=[O:7])([CH3:4])([CH3:2])[CH3:3]. The catalyst class is: 18. (2) Reactant: [F:1][C:2]1[CH:3]=[N:4][CH:5]=[C:6]([F:10])[C:7]=1[CH2:8]O.S(Br)([Br:13])=O. Product: [Br:13][CH2:8][C:7]1[C:2]([F:1])=[CH:3][N:4]=[CH:5][C:6]=1[F:10]. The catalyst class is: 59.